Dataset: Full USPTO retrosynthesis dataset with 1.9M reactions from patents (1976-2016). Task: Predict the reactants needed to synthesize the given product. (1) Given the product [F:18][C:2]([F:1])([F:17])[C:3]1[CH:4]=[CH:5][C:6]([O:9][C:10]2[CH:11]=[CH:12][C:13]([O:16][C:26]([N:28]3[CH2:33][CH2:32][CH:31]([CH3:34])[CH2:30][CH2:29]3)=[O:27])=[CH:14][CH:15]=2)=[N:7][CH:8]=1, predict the reactants needed to synthesize it. The reactants are: [F:1][C:2]([F:18])([F:17])[C:3]1[CH:4]=[CH:5][C:6]([O:9][C:10]2[CH:15]=[CH:14][C:13]([OH:16])=[CH:12][CH:11]=2)=[N:7][CH:8]=1.[I-].C[N+]1C=CN([C:26]([N:28]2[CH2:33][CH2:32][CH:31]([CH3:34])[CH2:30][CH2:29]2)=[O:27])C=1. (2) The reactants are: C([Li])CCC.C(NC(C)C)(C)C.[Br:13][C:14]1[CH:19]=[CH:18][C:17]([F:20])=[CH:16][CH:15]=1.[F:21][CH:22]([F:28])[C:23](OCC)=[O:24]. Given the product [Br:13][C:14]1[CH:19]=[CH:18][C:17]([F:20])=[C:16]([C:23](=[O:24])[CH:22]([F:28])[F:21])[CH:15]=1, predict the reactants needed to synthesize it. (3) Given the product [C:1]1([S:7]([C:10]2[CH:28]=[CH:27][C:13]3[N:14]([CH:20]4[CH2:25][CH2:24][NH:23][CH2:22][CH2:21]4)[CH2:15][C:16]([CH3:18])([CH3:19])[O:17][C:12]=3[CH:11]=2)(=[O:9])=[O:8])[CH:6]=[CH:5][CH:4]=[CH:3][CH:2]=1, predict the reactants needed to synthesize it. The reactants are: [C:1]1([S:7]([C:10]2[CH:28]=[CH:27][C:13]3[N:14]([CH:20]4[CH2:25][CH2:24][N:23](C)[CH2:22][CH2:21]4)[CH2:15][C:16]([CH3:19])([CH3:18])[O:17][C:12]=3[CH:11]=2)(=[O:9])=[O:8])[CH:6]=[CH:5][CH:4]=[CH:3][CH:2]=1.ClC(OC(Cl)C)=O.C(OC(OC(OC(C)(C)C)=O)=O)(C)(C)C. (4) Given the product [CH3:1][O:2][CH2:3][CH2:4][CH2:5][O:6][C:7]1[CH:12]=[CH:11][CH:10]=[CH:9][C:8]=1[NH2:13], predict the reactants needed to synthesize it. The reactants are: [CH3:1][O:2][CH2:3][CH2:4][CH2:5][O:6][C:7]1[CH:12]=[CH:11][CH:10]=[CH:9][C:8]=1[N+:13]([O-])=O.C([O-])=O.[NH4+]. (5) The reactants are: [Cl:1][C:2]1[N:7]=[C:6](Cl)[C:5]([F:9])=[CH:4][N:3]=1.[C:10]1([S:16]([N:19]2[C:27]3[C:22](=[CH:23][CH:24]=[CH:25][CH:26]=3)[C:21](B(O)O)=[CH:20]2)(=[O:18])=[O:17])[CH:15]=[CH:14][CH:13]=[CH:12][CH:11]=1.C([O-])([O-])=O.[Cs+].[Cs+].O1CCOCC1.O. Given the product [Cl:1][C:2]1[N:7]=[C:6]([C:21]2[C:22]3[C:27](=[CH:26][CH:25]=[CH:24][CH:23]=3)[N:19]([S:16]([C:10]3[CH:15]=[CH:14][CH:13]=[CH:12][CH:11]=3)(=[O:18])=[O:17])[CH:20]=2)[C:5]([F:9])=[CH:4][N:3]=1, predict the reactants needed to synthesize it. (6) Given the product [Cl:1][C:2]1[C:7]([CH3:8])=[C:6]([C:15]([O:17][CH2:18][CH3:19])=[CH2:16])[N:5]=[CH:4][N:3]=1, predict the reactants needed to synthesize it. The reactants are: [Cl:1][C:2]1[C:7]([CH3:8])=[C:6](Cl)[N:5]=[CH:4][N:3]=1.C([Sn](CCCC)(CCCC)[C:15]([O:17][CH2:18][CH3:19])=[CH2:16])CCC.[F-].[K+].C(OCC)C. (7) Given the product [ClH:1].[ClH:1].[NH2:9][C@H:8]([C:7]([OH:27])=[O:6])[CH2:17][CH2:18][CH2:19][NH2:20], predict the reactants needed to synthesize it. The reactants are: [ClH:1].C([O:6][C:7](=[O:27])[C@H:8]([CH2:17][CH2:18][CH2:19][NH:20]C(=N)OC(C)C)[NH:9]C(OC(C)(C)C)=O)(C)(C)C.Cl. (8) Given the product [CH:28]1([N:34]([C@H:35]2[CH2:36][CH2:37][C@H:38]([C:41]3[CH:42]=[CH:43][CH:44]=[CH:45][CH:46]=3)[CH2:39][CH2:40]2)[C:7](=[O:19])[NH:8][C:9]2[S:10][C:11]([S:14][CH2:15][CH2:16][C:50]([OH:60])=[O:49])=[CH:12][N:13]=2)[CH2:29][CH2:30][CH2:31][CH2:32][CH2:33]1, predict the reactants needed to synthesize it. The reactants are: C1(N([C@H]2CC[C@H](CC)CC2)[C:7](=[O:19])[NH:8][C:9]2[S:10][C:11]([S:14][CH2:15][C:16](O)=O)=[CH:12][N:13]=2)CCCC1.[CH:28]1([NH:34][CH:35]2[CH2:40][CH2:39][CH:38]([C:41]3[CH:46]=[CH:45][CH:44]=[CH:43][CH:42]=3)[CH2:37][CH2:36]2)[CH2:33][CH2:32][CH2:31][CH2:30][CH2:29]1.C([O:49][C:50](=[O:60])CCSC1SC(N)=NC=1)C.